Dataset: Full USPTO retrosynthesis dataset with 1.9M reactions from patents (1976-2016). Task: Predict the reactants needed to synthesize the given product. Given the product [Br:8][CH2:22][C:20]([C:15]1[CH:14]=[CH:13][C:12]2[C:17](=[CH:18][CH:19]=[C:10]([Br:9])[CH:11]=2)[N:16]=1)=[O:21], predict the reactants needed to synthesize it. The reactants are: C1C(=O)N([Br:8])C(=O)C1.[Br:9][C:10]1[CH:11]=[C:12]2[C:17](=[CH:18][CH:19]=1)[N:16]=[C:15]([C:20]([O:22]CC)=[CH2:21])[CH:14]=[CH:13]2.